Dataset: Forward reaction prediction with 1.9M reactions from USPTO patents (1976-2016). Task: Predict the product of the given reaction. (1) Given the reactants I[C:2]1[N:6]2[N:7]=[C:8]([CH3:18])[CH:9]=[C:10]([CH:11]([CH2:15][CH2:16][CH3:17])[CH2:12][CH2:13][CH3:14])[C:5]2=[N:4][C:3]=1[CH3:19].[CH3:20][N:21]1[C:25]([CH3:26])=[C:24](B(O)O)[C:23]([CH3:30])=[N:22]1.C([O-])([O-])=O.[Na+].[Na+].COC.O.C(O)C, predict the reaction product. The product is: [CH3:19][C:3]1[N:4]=[C:5]2[C:10]([CH:11]([CH2:15][CH2:16][CH3:17])[CH2:12][CH2:13][CH3:14])=[CH:9][C:8]([CH3:18])=[N:7][N:6]2[C:2]=1[C:24]1[C:23]([CH3:30])=[N:22][N:21]([CH3:20])[C:25]=1[CH3:26]. (2) Given the reactants [BH4-].[Li+].[CH:3]12[N:9]([C:10]([O:12][CH2:13][C:14]3[CH:19]=[CH:18][CH:17]=[CH:16][CH:15]=3)=[O:11])[CH:6]([CH2:7][CH2:8]1)[CH2:5][CH:4]2[C:20](OCC)=[O:21].C(OCC)(=O)C.CCCCCC, predict the reaction product. The product is: [OH:21][CH2:20][CH:4]1[CH2:5][CH:6]2[N:9]([C:10]([O:12][CH2:13][C:14]3[CH:15]=[CH:16][CH:17]=[CH:18][CH:19]=3)=[O:11])[CH:3]1[CH2:8][CH2:7]2. (3) Given the reactants [Br:1][C:2]1[CH:7]=[CH:6][C:5]([C:8]([C:10]2[CH:15]=[CH:14][CH:13]=[CH:12][CH:11]=2)=[O:9])=[CH:4][C:3]=1[Cl:16].[CH3:17][Mg]Br, predict the reaction product. The product is: [Br:1][C:2]1[CH:7]=[CH:6][C:5]([C:8]([C:10]2[CH:15]=[CH:14][CH:13]=[CH:12][CH:11]=2)([OH:9])[CH3:17])=[CH:4][C:3]=1[Cl:16]. (4) Given the reactants [Cl:1][C:2]1[CH:11]=[CH:10][C:5]([C:6]([O:8][CH3:9])=[O:7])=[C:4]([NH:12][CH2:13][CH2:14][CH2:15][OH:16])[C:3]=1[NH:17][C:18](=S)[NH:19][C:20]1[C:25]([Cl:26])=[CH:24][C:23]([Cl:27])=[CH:22][C:21]=1[Cl:28].Cl.C(N=C=NCCCN(C)C)C.C(N(CC)CC)C, predict the reaction product. The product is: [Cl:1][C:2]1[C:3]2[N:17]=[C:18]([NH:19][C:20]3[C:25]([Cl:26])=[CH:24][C:23]([Cl:27])=[CH:22][C:21]=3[Cl:28])[N:12]([CH2:13][CH2:14][CH2:15][OH:16])[C:4]=2[C:5]([C:6]([O:8][CH3:9])=[O:7])=[CH:10][CH:11]=1. (5) Given the reactants C([O:8][N:9]([CH:21]=[O:22])[CH2:10][C@@H:11]([CH2:15][CH:16]1[CH2:20][CH2:19][CH2:18][CH2:17]1)[C:12]([OH:14])=O)C1C=CC=CC=1.Cl.C(OC(=O)[N:33]([CH:43]1[CH2:48][CH2:47][N:46]([C:49](=[O:56])[C@@H:50]([NH2:55])[C:51]([CH3:54])([CH3:53])[CH3:52])[CH2:45][CH2:44]1)[CH2:34][C:35]1[CH:40]=[CH:39][C:38]([F:41])=[CH:37][C:36]=1[F:42])C1C=CC=CC=1, predict the reaction product. The product is: [CH:16]1([CH2:15][C@H:11]([CH2:10][N:9]([CH:21]=[O:22])[OH:8])[C:12]([NH:55][C@H:50]([C:49]([N:46]2[CH2:47][CH2:48][CH:43]([NH:33][CH2:34][C:35]3[CH:40]=[CH:39][C:38]([F:41])=[CH:37][C:36]=3[F:42])[CH2:44][CH2:45]2)=[O:56])[C:51]([CH3:54])([CH3:53])[CH3:52])=[O:14])[CH2:17][CH2:18][CH2:19][CH2:20]1. (6) Given the reactants [Br:1][C:2]1[C:7]([NH2:8])=[CH:6][CH:5]=[CH:4][C:3]=1[O:9][CH3:10].[CH2:11]([OH:13])[CH3:12], predict the reaction product. The product is: [CH2:11]([O:13][C:7]1[CH:2]=[C:3]([OH:9])[C:6]2[C:7](=[C:2]([Br:1])[C:3]([O:9][CH3:10])=[CH:4][CH:5]=2)[N:8]=1)[CH3:12].